Predict which catalyst facilitates the given reaction. From a dataset of Catalyst prediction with 721,799 reactions and 888 catalyst types from USPTO. Reactant: Cl[C:2]1[N:7]=[CH:6][C:5]([Br:8])=[CH:4][N:3]=1.CCN(C(C)C)C(C)C.[CH2:18]([NH2:25])[C:19]1[CH:24]=[CH:23][CH:22]=[CH:21][CH:20]=1. Product: [CH2:18]([NH:25][C:2]1[N:7]=[CH:6][C:5]([Br:8])=[CH:4][N:3]=1)[C:19]1[CH:24]=[CH:23][CH:22]=[CH:21][CH:20]=1. The catalyst class is: 41.